Dataset: Full USPTO retrosynthesis dataset with 1.9M reactions from patents (1976-2016). Task: Predict the reactants needed to synthesize the given product. (1) Given the product [OH:1][C@@H:2]1[CH2:6][N:5]([C:7]([O:9][CH2:10][C:11]2[CH:12]=[CH:13][CH:14]=[CH:15][CH:16]=2)=[O:8])[C@@H:4]([C:17]([O:19][CH3:20])=[O:18])[CH2:3]1, predict the reactants needed to synthesize it. The reactants are: [OH:1][C@H:2]1[CH2:6][N:5]([C:7]([O:9][CH2:10][C:11]2[CH:16]=[CH:15][CH:14]=[CH:13][CH:12]=2)=[O:8])[C@@H:4]([C:17]([O:19][CH3:20])=[O:18])[CH2:3]1.C1(P(C2C=CC=CC=2)C2C=CC=CC=2)C=CC=CC=1.[N+](C1C=CC(C(O)=O)=CC=1)([O-])=O.CCOC(/N=N/C(OCC)=O)=O. (2) The reactants are: [CH2:1]([O:8][C:9]1[CH:10]=[C:11]([CH2:24][C:25]#N)[CH:12]=[CH:13][C:14]=1[CH2:15][C:16]1[CH:21]=[CH:20][C:19]([CH2:22][CH3:23])=[CH:18][CH:17]=1)[C:2]1[CH:7]=[CH:6][CH:5]=[CH:4][CH:3]=1.[OH-:27].[K+].Cl.[OH2:30]. Given the product [CH2:1]([O:8][C:9]1[CH:10]=[C:11]([CH2:24][C:25]([OH:30])=[O:27])[CH:12]=[CH:13][C:14]=1[CH2:15][C:16]1[CH:21]=[CH:20][C:19]([CH2:22][CH3:23])=[CH:18][CH:17]=1)[C:2]1[CH:7]=[CH:6][CH:5]=[CH:4][CH:3]=1, predict the reactants needed to synthesize it. (3) Given the product [CH:1]1([CH2:4][O:5][C:6]2[CH:7]=[C:8]([C:16](=[O:18])[CH3:17])[CH:9]=[CH:10][C:11]=2[O:12][CH:13]([F:15])[F:14])[CH2:3][CH2:2]1, predict the reactants needed to synthesize it. The reactants are: [CH:1]1([CH2:4][O:5][C:6]2[CH:7]=[C:8]([CH:16]([OH:18])[CH3:17])[CH:9]=[CH:10][C:11]=2[O:12][CH:13]([F:15])[F:14])[CH2:3][CH2:2]1.[Cr](Cl)([O-])(=O)=O.[NH+]1C=CC=CC=1. (4) Given the product [CH2:41]([S:42]([NH:45][C:32](=[O:34])[CH2:31][CH2:30][CH2:29][CH2:28][CH2:27][CH2:26][N:5]1[C:6]2[C:11](=[N:10][C:9]([C:12]3[CH:17]=[CH:16][C:15]([CH3:18])=[CH:14][CH:13]=3)=[C:8]([C:19]3[CH:20]=[CH:21][C:22]([CH3:25])=[CH:23][CH:24]=3)[N:7]=2)[CH:2]([OH:1])[CH2:3][CH2:4]1)(=[O:44])=[O:43])[C:35]1[CH:40]=[CH:39][CH:38]=[CH:37][CH:36]=1, predict the reactants needed to synthesize it. The reactants are: [OH:1][CH:2]1[C:11]2[C:6](=[N:7][C:8]([C:19]3[CH:24]=[CH:23][C:22]([CH3:25])=[CH:21][CH:20]=3)=[C:9]([C:12]3[CH:17]=[CH:16][C:15]([CH3:18])=[CH:14][CH:13]=3)[N:10]=2)[N:5]([CH2:26][CH2:27][CH2:28][CH2:29][CH2:30][CH2:31][C:32]([OH:34])=O)[CH2:4][CH2:3]1.[C:35]1([CH2:41][S:42]([NH2:45])(=[O:44])=[O:43])[CH:40]=[CH:39][CH:38]=[CH:37][CH:36]=1. (5) Given the product [Cl:25][C:16]1[CH:17]=[CH:18][CH:19]=[C:20]([C:21]([F:24])([F:23])[F:22])[C:15]=1[C:14]([N:4]1[C:5]2[C:6](=[N:7][CH:8]=[C:9]([C:11]([OH:13])=[O:12])[CH:10]=2)[C:2]([C:5]2[CH:6]=[CH:2][C:38]([C:37]([O:36][CH3:35])=[O:39])=[CH:9][C:10]=2[F:31])=[N:3]1)=[O:26], predict the reactants needed to synthesize it. The reactants are: Br[C:2]1[C:6]2=[N:7][CH:8]=[C:9]([C:11]([OH:13])=[O:12])[CH:10]=[C:5]2[N:4]([C:14](=[O:26])[C:15]2[C:20]([C:21]([F:24])([F:23])[F:22])=[CH:19][CH:18]=[CH:17][C:16]=2[Cl:25])[N:3]=1.B(O)(O)O.[F-:31].[K+].O1[CH2:38][CH2:37][O:36][CH2:35]C1.[OH2:39]. (6) Given the product [CH3:33][Si:32]([CH3:35])([CH3:34])[CH2:31][CH2:30][O:29][CH2:28][N:26]1[CH:27]=[C:23]([C:2]2[N:7]3[CH:8]=[CH:9][N:10]=[C:6]3[CH:5]=[C:4]([C:11]([O:13][CH3:14])=[O:12])[N:3]=2)[CH:24]=[N:25]1, predict the reactants needed to synthesize it. The reactants are: Cl[C:2]1[N:7]2[CH:8]=[CH:9][N:10]=[C:6]2[CH:5]=[C:4]([C:11]([O:13][CH3:14])=[O:12])[N:3]=1.CC1(C)C(C)(C)OB([C:23]2[CH:24]=[N:25][N:26]([CH2:28][O:29][CH2:30][CH2:31][Si:32]([CH3:35])([CH3:34])[CH3:33])[CH:27]=2)O1.[O-]P([O-])([O-])=O.[K+].[K+].[K+].CC(C1C=C(C(C)C)C(C2C=CC=CC=2P(C2CCCCC2)C2CCCCC2)=C(C(C)C)C=1)C.O. (7) Given the product [CH2:1]([O:4][C:5]1[C:6](/[C:19](/[CH2:24][CH3:25])=[C:20](/[F:23])\[CH:21]=[O:22])=[CH:7][C:8]2[C:9]([CH3:17])([CH3:18])[CH2:10][CH2:11][C:12]([CH3:16])([CH3:15])[C:13]=2[CH:14]=1)[CH2:2][CH3:3], predict the reactants needed to synthesize it. The reactants are: [CH2:1]([O:4][C:5]1[C:6](/[C:19](/[CH2:24][CH3:25])=[C:20](/[F:23])\[CH2:21][OH:22])=[CH:7][C:8]2[C:9]([CH3:18])([CH3:17])[CH2:10][CH2:11][C:12]([CH3:16])([CH3:15])[C:13]=2[CH:14]=1)[CH2:2][CH3:3].C([N+](CCC)(CCC)CCC)CC.C[N+]1([O-])CCOCC1. (8) Given the product [O:9]=[C:4]1[CH:5]2[CH2:8][CH:1]([CH2:7][CH2:6]2)[C:2]([O:10][C:26](=[O:27])[C:25]2[CH:29]=[CH:30][C:22]([S:19]([CH3:18])(=[O:21])=[O:20])=[C:23]([CH2:32][O:33][CH3:34])[C:24]=2[CH3:31])=[CH:3]1, predict the reactants needed to synthesize it. The reactants are: [CH:1]12[CH2:8][CH:5]([CH2:6][CH2:7]1)[C:4](=[O:9])[CH2:3][C:2]2=[O:10].C(N(CC)CC)C.[CH3:18][S:19]([C:22]1[CH:30]=[CH:29][C:25]([C:26](Cl)=[O:27])=[C:24]([CH3:31])[C:23]=1[CH2:32][O:33][CH3:34])(=[O:21])=[O:20]. (9) Given the product [Br:1][C:2]1[CH:3]=[CH:4][C:5]2[N:6]([C:8]([N+:16]([O-:18])=[O:17])=[C:9]([C:11]([NH2:20])=[O:12])[N:10]=2)[CH:7]=1, predict the reactants needed to synthesize it. The reactants are: [Br:1][C:2]1[CH:3]=[CH:4][C:5]2[N:6]([C:8]([N+:16]([O-:18])=[O:17])=[C:9]([C:11](OCC)=[O:12])[N:10]=2)[CH:7]=1.[OH-].[NH4+:20].